Dataset: Catalyst prediction with 721,799 reactions and 888 catalyst types from USPTO. Task: Predict which catalyst facilitates the given reaction. (1) Reactant: C(N(CC)CC)C.[Cl:8][C:9]1[CH:21]=[CH:20][CH:19]=[C:18]([Cl:22])[C:10]=1[O:11][CH2:12][CH2:13][NH:14][CH:15]1[CH2:17][CH2:16]1.[F:23][CH:24]([F:35])[C:25]1[C:29]([C:30](Cl)=[O:31])=[C:28]([F:33])[N:27]([CH3:34])[N:26]=1.O. Product: [CH:15]1([N:14]([CH2:13][CH2:12][O:11][C:10]2[C:9]([Cl:8])=[CH:21][CH:20]=[CH:19][C:18]=2[Cl:22])[C:30]([C:29]2[C:25]([CH:24]([F:35])[F:23])=[N:26][N:27]([CH3:34])[C:28]=2[F:33])=[O:31])[CH2:16][CH2:17]1. The catalyst class is: 4. (2) Reactant: [Cl:1][C:2]1[CH:3]=[CH:4][C:5]2[C:6]3[C:14]([NH:15][C@@H:16]4[CH2:25][CH2:24][C:19]5(OCC[O:20]5)[CH2:18][C@H:17]4[CH3:26])=[N:13][CH:12]=[C:11]([C:27]#[N:28])[C:7]=3[NH:8][C:9]=2[CH:10]=1.CC1C=CC(S(O)(=O)=O)=CC=1.O. Product: [Cl:1][C:2]1[CH:3]=[CH:4][C:5]2[C:6]3[C:14]([NH:15][C@@H:16]4[CH2:25][CH2:24][C:19](=[O:20])[CH2:18][C@H:17]4[CH3:26])=[N:13][CH:12]=[C:11]([C:27]#[N:28])[C:7]=3[NH:8][C:9]=2[CH:10]=1. The catalyst class is: 692. (3) Reactant: [O:1]1[CH:5]=[CH:4][C:3]([C@H:6]([C:23]2[CH:28]=[CH:27][C:26]([O:29][CH2:30][C:31]3[S:32][C:33]([C:36]4[CH:41]=[CH:40][C:39]([C:42]([F:45])([F:44])[F:43])=[CH:38][CH:37]=4)=[CH:34][CH:35]=3)=[CH:25][CH:24]=2)[CH2:7][C:8](N2[C@@H](CC3C=CC=CC=3)COC2=O)=[O:9])=[N:2]1.OO.[Li+].[OH-].Cl.[C:51]([O-])([O-])=[O:52].[K+].[K+].IC. Product: [O:1]1[CH:5]=[CH:4][C:3]([C@H:6]([C:23]2[CH:24]=[CH:25][C:26]([O:29][CH2:30][C:31]3[S:32][C:33]([C:36]4[CH:37]=[CH:38][C:39]([C:42]([F:45])([F:43])[F:44])=[CH:40][CH:41]=4)=[CH:34][CH:35]=3)=[CH:27][CH:28]=2)[CH2:7][C:8]([O:52][CH3:51])=[O:9])=[N:2]1. The catalyst class is: 49.